From a dataset of Peptide-MHC class II binding affinity with 134,281 pairs from IEDB. Regression. Given a peptide amino acid sequence and an MHC pseudo amino acid sequence, predict their binding affinity value. This is MHC class II binding data. (1) The peptide sequence is GYKVLVLNPSVAAT. The MHC is DRB1_0401 with pseudo-sequence DRB1_0401. The binding affinity (normalized) is 0.859. (2) The peptide sequence is GKKEEKKEEKKESGD. The MHC is DRB1_1602 with pseudo-sequence DRB1_1602. The binding affinity (normalized) is 0. (3) The peptide sequence is PIVKDASIQVVSAIR. The MHC is DRB1_0301 with pseudo-sequence DRB1_0301. The binding affinity (normalized) is 0.461. (4) The peptide sequence is IGLQYLGYVIRDLAA. The MHC is DRB1_1101 with pseudo-sequence DRB1_1101. The binding affinity (normalized) is 0.733. (5) The peptide sequence is ATYNFAVLKLMGRGTKF. The MHC is H-2-IAd with pseudo-sequence H-2-IAd. The binding affinity (normalized) is 0.0767. (6) The peptide sequence is SEGDIVIYSKYGGTE. The MHC is DRB1_1101 with pseudo-sequence DRB1_1101. The binding affinity (normalized) is 0.246. (7) The peptide sequence is SSCEVALSYYPTPLA. The MHC is HLA-DPA10201-DPB10501 with pseudo-sequence HLA-DPA10201-DPB10501. The binding affinity (normalized) is 0.189.